Regression. Given two drug SMILES strings and cell line genomic features, predict the synergy score measuring deviation from expected non-interaction effect. From a dataset of Merck oncology drug combination screen with 23,052 pairs across 39 cell lines. (1) Drug 1: CC(C)CC(NC(=O)C(Cc1ccccc1)NC(=O)c1cnccn1)B(O)O. Drug 2: CCc1cnn2c(NCc3ccc[n+]([O-])c3)cc(N3CCCCC3CCO)nc12. Cell line: SKMEL30. Synergy scores: synergy=-11.6. (2) Drug 1: CCC1=CC2CN(C1)Cc1c([nH]c3ccccc13)C(C(=O)OC)(c1cc3c(cc1OC)N(C)C1C(O)(C(=O)OC)C(OC(C)=O)C4(CC)C=CCN5CCC31C54)C2. Drug 2: C=CCn1c(=O)c2cnc(Nc3ccc(N4CCN(C)CC4)cc3)nc2n1-c1cccc(C(C)(C)O)n1. Cell line: A2058. Synergy scores: synergy=-15.9. (3) Drug 1: O=C(NOCC(O)CO)c1ccc(F)c(F)c1Nc1ccc(I)cc1F. Drug 2: CCC1(O)C(=O)OCc2c1cc1n(c2=O)Cc2cc3c(CN(C)C)c(O)ccc3nc2-1. Cell line: HCT116. Synergy scores: synergy=18.7. (4) Drug 1: O=S1(=O)NC2(CN1CC(F)(F)F)C1CCC2Cc2cc(C=CCN3CCC(C(F)(F)F)CC3)ccc2C1. Synergy scores: synergy=-4.99. Drug 2: Cn1nnc2c(C(N)=O)ncn2c1=O. Cell line: NCIH23.